From a dataset of Catalyst prediction with 721,799 reactions and 888 catalyst types from USPTO. Predict which catalyst facilitates the given reaction. Reactant: C(N(CC)CC)C.[CH2:8]([O:12][C:13]1[CH:18]=[CH:17][C:16]([S:19](Cl)(=[O:21])=[O:20])=[CH:15][CH:14]=1)[C:9]#[C:10][CH3:11].[NH2:23][CH2:24][C:25]([N:34]1[CH2:39][CH2:38][N:37]([C:40]([O:42][C:43]([CH3:46])([CH3:45])[CH3:44])=[O:41])[CH2:36][CH2:35]1)([C:30]([O:32][CH3:33])=[O:31])[C:26]([O:28][CH3:29])=[O:27]. Product: [C:43]([O:42][C:40]([N:37]1[CH2:38][CH2:39][N:34]([C:25]([CH2:24][NH:23][S:19]([C:16]2[CH:17]=[CH:18][C:13]([O:12][CH2:8][C:9]#[C:10][CH3:11])=[CH:14][CH:15]=2)(=[O:21])=[O:20])([C:30]([O:32][CH3:33])=[O:31])[C:26]([O:28][CH3:29])=[O:27])[CH2:35][CH2:36]1)=[O:41])([CH3:45])([CH3:46])[CH3:44]. The catalyst class is: 4.